Dataset: Peptide-MHC class I binding affinity with 185,985 pairs from IEDB/IMGT. Task: Regression. Given a peptide amino acid sequence and an MHC pseudo amino acid sequence, predict their binding affinity value. This is MHC class I binding data. (1) The peptide sequence is SVAWSASACH. The MHC is HLA-A31:01 with pseudo-sequence HLA-A31:01. The binding affinity (normalized) is 0.201. (2) The peptide sequence is RFLTHYFTK. The MHC is HLA-A01:01 with pseudo-sequence HLA-A01:01. The binding affinity (normalized) is 0.0847. (3) The peptide sequence is IDATSTGNY. The MHC is HLA-A23:01 with pseudo-sequence HLA-A23:01. The binding affinity (normalized) is 0.